The task is: Predict the reactants needed to synthesize the given product.. This data is from Full USPTO retrosynthesis dataset with 1.9M reactions from patents (1976-2016). (1) The reactants are: C[Si]([N-][Si](C)(C)C)(C)C.[K+].[Cl:11][C:12]1[CH:13]=[CH:14][C:15]2[N:21]([CH3:22])[C:20](=[O:23])[CH2:19][N:18]=[C:17]([C:24]3[CH:25]=[N:26][CH:27]=[CH:28][CH:29]=3)[C:16]=2[CH:30]=1.CC(C1C=C(C(C)C)C(S([N:46]=[N+:47]=[N-:48])(=O)=O)=C(C(C)C)C=1)C.C(O)(=O)C. Given the product [N:46]([CH:19]1[N:18]=[C:17]([C:24]2[CH:25]=[N:26][CH:27]=[CH:28][CH:29]=2)[C:16]2[CH:30]=[C:12]([Cl:11])[CH:13]=[CH:14][C:15]=2[N:21]([CH3:22])[C:20]1=[O:23])=[N+:47]=[N-:48], predict the reactants needed to synthesize it. (2) Given the product [NH2:8][CH:9]1[CH2:14][CH2:13][N:12]([C:15]([O:17][CH2:18][C:19]2[CH:24]=[C:23]([C:25]#[N:26])[CH:22]=[C:21]([Cl:27])[CH:20]=2)=[O:16])[CH2:11][CH2:10]1, predict the reactants needed to synthesize it. The reactants are: C(OC([NH:8][CH:9]1[CH2:14][CH2:13][N:12]([C:15]([O:17][CH2:18][C:19]2[CH:24]=[C:23]([C:25]#[N:26])[CH:22]=[C:21]([Cl:27])[CH:20]=2)=[O:16])[CH2:11][CH2:10]1)=O)(C)(C)C.Cl.